The task is: Predict the reaction yield, written as a fraction of the theoretical maximum amount of product (1.0 means a 100% yield; for example, 0.34 means a 34% yield).. This data is from Reaction yield outcomes from USPTO patents with 853,638 reactions. The reactants are CC1C=CC(S(O)(=O)=O)=CC=1.CO[CH:14](OC)[CH2:15][NH:16][C:17](=[O:41])[C@@H:18]([NH:27][S:28]([C:31]1[C:36]([CH3:37])=[CH:35][C:34]([O:38][CH3:39])=[CH:33][C:32]=1[CH3:40])(=[O:30])=[O:29])[CH2:19][C:20]([O:22][C:23]([CH3:26])([CH3:25])[CH3:24])=[O:21]. The catalyst is O1CCOCC1. The product is [CH3:39][O:38][C:34]1[CH:35]=[C:36]([CH3:37])[C:31]([S:28]([N:27]2[CH:14]=[CH:15][NH:16][C:17](=[O:41])[C@@H:18]2[CH2:19][C:20]([O:22][C:23]([CH3:26])([CH3:25])[CH3:24])=[O:21])(=[O:30])=[O:29])=[C:32]([CH3:40])[CH:33]=1. The yield is 0.350.